This data is from Reaction yield outcomes from USPTO patents with 853,638 reactions. The task is: Predict the reaction yield, written as a fraction of the theoretical maximum amount of product (1.0 means a 100% yield; for example, 0.34 means a 34% yield). (1) The reactants are [NH2:1][C:2]1[S:3][CH:4]=[C:5]([C:7]2[CH:14]=[CH:13][C:10]([C:11]#[N:12])=[CH:9][CH:8]=2)[N:6]=1.C(O[BH-](OC(=O)C)OC(=O)C)(=O)C.[Na+].[CH:29](=O)[CH2:30][CH:31]([CH3:33])[CH3:32].C(O)(=O)C. The catalyst is ClCCCl. The product is [CH3:32][CH:31]([CH3:33])[CH2:30][CH2:29][NH:1][C:2]1[S:3][CH:4]=[C:5]([C:7]2[CH:8]=[CH:9][C:10]([C:11]#[N:12])=[CH:13][CH:14]=2)[N:6]=1. The yield is 0.670. (2) The reactants are [CH3:1][O:2][C:3]1[CH:4]=[C:5]([S:11][C:12]2[CH:19]=[CH:18][CH:17]=[CH:16][C:13]=2[CH2:14]O)[CH:6]=[C:7]([O:9][CH3:10])[CH:8]=1.C1(P(C2C=CC=CC=2)C2C=CC=CC=2)C=CC=CC=1.C(Br)(Br)(Br)[Br:40]. The catalyst is C(Cl)Cl.C(OCC)(=O)C. The product is [CH3:1][O:2][C:3]1[CH:4]=[C:5]([S:11][C:12]2[CH:19]=[CH:18][CH:17]=[CH:16][C:13]=2[CH2:14][Br:40])[CH:6]=[C:7]([O:9][CH3:10])[CH:8]=1. The yield is 0.980. (3) The reactants are [H-].[Na+].CN(C=O)C.[CH3:8][O:9][C:10]1[CH:19]=[CH:18][C:17]([C:20]2[CH:25]=[CH:24][CH:23]=[CH:22][CH:21]=2)=[C:16]2[C:11]=1[CH2:12][CH2:13][C:14](=[O:26])[NH:15]2.Br[CH2:28][C:29]1[CH:34]=[CH:33][C:32]([C:35]2[CH:40]=[CH:39][CH:38]=[CH:37][CH:36]=2)=[CH:31][CH:30]=1. The catalyst is C(OCC)(=O)C.O. The product is [C:32]1([C:35]2[CH:36]=[CH:37][CH:38]=[CH:39][CH:40]=2)[CH:31]=[CH:30][C:29]([CH2:28][N:15]2[C:16]3[C:11](=[C:10]([O:9][CH3:8])[CH:19]=[CH:18][C:17]=3[C:20]3[CH:25]=[CH:24][CH:23]=[CH:22][CH:21]=3)[CH2:12][CH2:13][C:14]2=[O:26])=[CH:34][CH:33]=1. The yield is 0.820.